Dataset: Peptide-MHC class II binding affinity with 134,281 pairs from IEDB. Task: Regression. Given a peptide amino acid sequence and an MHC pseudo amino acid sequence, predict their binding affinity value. This is MHC class II binding data. (1) The peptide sequence is AQLGYTIRQLERLLQ. The MHC is DRB3_0202 with pseudo-sequence DRB3_0202. The binding affinity (normalized) is 0.0538. (2) The peptide sequence is ERIKSEYMTSWFYDN. The MHC is DRB1_1101 with pseudo-sequence DRB1_1101. The binding affinity (normalized) is 0. (3) The peptide sequence is KGDEQKLRSAGEVEI. The MHC is HLA-DPA10201-DPB10101 with pseudo-sequence HLA-DPA10201-DPB10101. The binding affinity (normalized) is 0.172. (4) The peptide sequence is DAYVATLTEALRVIA. The MHC is DRB4_0101 with pseudo-sequence DRB4_0103. The binding affinity (normalized) is 0.461. (5) The peptide sequence is TPFSLAEGIVLASAA. The MHC is DRB1_0901 with pseudo-sequence DRB1_0901. The binding affinity (normalized) is 0.706. (6) The peptide sequence is ASTGGAYESYKFIPA. The MHC is DRB1_0401 with pseudo-sequence DRB1_0401. The binding affinity (normalized) is 0.365. (7) The peptide sequence is YDKDLANVSTVLTGK. The MHC is DRB1_0401 with pseudo-sequence DRB1_0401. The binding affinity (normalized) is 0.480. (8) The peptide sequence is YHFDLSGIAFGSMAK. The MHC is DRB1_0701 with pseudo-sequence DRB1_0701. The binding affinity (normalized) is 0.408.